Dataset: NCI-60 drug combinations with 297,098 pairs across 59 cell lines. Task: Regression. Given two drug SMILES strings and cell line genomic features, predict the synergy score measuring deviation from expected non-interaction effect. (1) Drug 1: CC1=CC2C(CCC3(C2CCC3(C(=O)C)OC(=O)C)C)C4(C1=CC(=O)CC4)C. Drug 2: CC1=CC=C(C=C1)C2=CC(=NN2C3=CC=C(C=C3)S(=O)(=O)N)C(F)(F)F. Cell line: IGROV1. Synergy scores: CSS=0.295, Synergy_ZIP=-0.969, Synergy_Bliss=-1.44, Synergy_Loewe=-3.36, Synergy_HSA=-2.96. (2) Drug 1: CN1CCC(CC1)COC2=C(C=C3C(=C2)N=CN=C3NC4=C(C=C(C=C4)Br)F)OC. Drug 2: N.N.Cl[Pt+2]Cl. Cell line: MDA-MB-435. Synergy scores: CSS=-2.69, Synergy_ZIP=2.23, Synergy_Bliss=4.45, Synergy_Loewe=-2.16, Synergy_HSA=-0.283. (3) Drug 1: CC12CCC(CC1=CCC3C2CCC4(C3CC=C4C5=CN=CC=C5)C)O. Drug 2: C1CC(=O)NC(=O)C1N2CC3=C(C2=O)C=CC=C3N. Cell line: SNB-19. Synergy scores: CSS=2.52, Synergy_ZIP=-1.19, Synergy_Bliss=-2.52, Synergy_Loewe=-0.345, Synergy_HSA=-1.39. (4) Drug 1: C1=CC(=CC=C1CCCC(=O)O)N(CCCl)CCCl. Drug 2: C1CN1P(=S)(N2CC2)N3CC3. Cell line: NCI-H522. Synergy scores: CSS=17.3, Synergy_ZIP=-9.03, Synergy_Bliss=-6.55, Synergy_Loewe=-1.76, Synergy_HSA=-1.00. (5) Drug 1: CC(CN1CC(=O)NC(=O)C1)N2CC(=O)NC(=O)C2. Drug 2: CC(C1=C(C=CC(=C1Cl)F)Cl)OC2=C(N=CC(=C2)C3=CN(N=C3)C4CCNCC4)N. Cell line: SW-620. Synergy scores: CSS=31.1, Synergy_ZIP=-8.53, Synergy_Bliss=-6.34, Synergy_Loewe=-5.79, Synergy_HSA=-5.51.